Dataset: Catalyst prediction with 721,799 reactions and 888 catalyst types from USPTO. Task: Predict which catalyst facilitates the given reaction. (1) Product: [NH2:28][C:29]1[CH:37]=[CH:36][C:32]([C:33]([NH:2][CH:3]2[CH2:7][CH2:6][N:5]([C:8]3[N:9]=[C:10]([NH:17][C:18]4[CH:23]=[CH:22][C:21]([O:24][CH3:25])=[C:20]([O:26][CH3:27])[CH:19]=4)[C:11]4[N:16]=[CH:15][S:14][C:12]=4[N:13]=3)[CH2:4]2)=[O:34])=[CH:31][N:30]=1. Reactant: Cl.[NH2:2][CH:3]1[CH2:7][CH2:6][N:5]([C:8]2[N:9]=[C:10]([NH:17][C:18]3[CH:23]=[CH:22][C:21]([O:24][CH3:25])=[C:20]([O:26][CH3:27])[CH:19]=3)[C:11]3[N:16]=[CH:15][S:14][C:12]=3[N:13]=2)[CH2:4]1.[NH2:28][C:29]1[CH:37]=[CH:36][C:32]([C:33](O)=[O:34])=[CH:31][N:30]=1.CCN=C=NCCCN(C)C.CN1C=CN=C1. The catalyst class is: 2. (2) Reactant: P(Br)(Br)[Br:2].[CH2:5]([O:7][C:8]([C:10]1[CH:11]=[N:12][C:13]2[C:18]([C:19]=1O)=[CH:17][C:16]([O:21][CH3:22])=[CH:15][CH:14]=2)=[O:9])[CH3:6]. Product: [CH2:5]([O:7][C:8]([C:10]1[CH:11]=[N:12][C:13]2[C:18]([C:19]=1[Br:2])=[CH:17][C:16]([O:21][CH3:22])=[CH:15][CH:14]=2)=[O:9])[CH3:6]. The catalyst class is: 3. (3) Reactant: [CH2:1]([O:3][C:4]([C@H:6]1[CH2:10][CH2:9][C:8]([C:11]2[CH:16]=[C:15]([F:17])[C:14]([F:18])=[C:13]([F:19])[CH:12]=2)=[N:7]1)=[O:5])[CH3:2]. Product: [CH2:1]([O:3][C:4]([C@H:6]1[CH2:10][CH2:9][C@@H:8]([C:11]2[CH:16]=[C:15]([F:17])[C:14]([F:18])=[C:13]([F:19])[CH:12]=2)[NH:7]1)=[O:5])[CH3:2]. The catalyst class is: 63. (4) Reactant: [C:1]1([C:3](=[CH:5][CH:6]=[CH:7][CH:8]=1)[OH:4])[OH:2].C(=O)([O-])[O-].[K+].[K+].Cl[CH2:16][C:17]([CH2:19]Cl)=[CH2:18]. Product: [CH2:16]=[C:17]1[CH2:19][O:4][C:3]2[CH:5]=[CH:6][CH:7]=[CH:8][C:1]=2[O:2][CH2:18]1. The catalyst class is: 10. (5) Reactant: [CH:1]1([C:4]2[CH:5]=[N:6][C:7]([NH:13][C:14]3[CH:15]=[C:16]4[C:20](=[CH:21][CH:22]=3)[N:19]([CH2:23][C:24]3[CH:29]=[CH:28][CH:27]=[C:26](/[CH:30]=[CH:31]/[CH2:32][O:33][CH3:34])[CH:25]=3)[CH:18]=[CH:17]4)=[C:8]([CH:12]=2)[C:9]([OH:11])=[O:10])[CH2:3][CH2:2]1. Product: [CH:1]1([C:4]2[CH:5]=[N:6][C:7]([NH:13][C:14]3[CH:15]=[C:16]4[C:20](=[CH:21][CH:22]=3)[N:19]([CH2:23][C:24]3[CH:29]=[CH:28][CH:27]=[C:26]([CH2:30][CH2:31][CH2:32][O:33][CH3:34])[CH:25]=3)[CH:18]=[CH:17]4)=[C:8]([CH:12]=2)[C:9]([OH:11])=[O:10])[CH2:3][CH2:2]1. The catalyst class is: 541. (6) Reactant: [F:1][C:2]1[CH:3]=[C:4]2[C:8](=[CH:9][CH:10]=1)[N:7]([C@@H:11]([C:26]1[CH:31]=[CH:30][CH:29]=[CH:28][CH:27]=1)[C@H:12]([OH:25])[CH2:13]OS(C1C=CC(C)=CC=1)(=O)=O)[CH:6]=[C:5]2[CH3:32].[OH-].[NH4+:34]. Product: [NH2:34][CH2:13][CH:12]([OH:25])[CH:11]([N:7]1[C:8]2[C:4](=[CH:3][C:2]([F:1])=[CH:10][CH:9]=2)[C:5]([CH3:32])=[CH:6]1)[C:26]1[CH:31]=[CH:30][CH:29]=[CH:28][CH:27]=1. The catalyst class is: 5. (7) Reactant: Cl[C:2]1[C:11]2[C:6](=[CH:7][CH:8]=[C:9]([NH:12][S:13]([CH3:16])(=[O:15])=[O:14])[CH:10]=2)[CH:5]=[N:4][CH:3]=1.[CH3:17][C:18]([OH:39])([CH3:38])[CH2:19][N:20]1[CH:28]=[C:27]2[C:22]([CH:23]=[CH:24][C:25](B3OC(C)(C)C(C)(C)O3)=[CH:26]2)=[N:21]1.[O-]P([O-])([O-])=O.[K+].[K+].[K+]. Product: [OH:39][C:18]([CH3:38])([CH3:17])[CH2:19][N:20]1[CH:28]=[C:27]2[C:22]([CH:23]=[CH:24][C:25]([C:2]3[C:11]4[C:6](=[CH:7][CH:8]=[C:9]([NH:12][S:13]([CH3:16])(=[O:15])=[O:14])[CH:10]=4)[CH:5]=[N:4][CH:3]=3)=[CH:26]2)=[N:21]1. The catalyst class is: 38. (8) Reactant: [Br:1][C:2]1[CH:7]=[CH:6][CH:5]=[CH:4][C:3]=1/[CH:8]=[CH:9]/[C:10]1[CH:15]=[C:14]([Cl:16])[CH:13]=[CH:12][C:11]=1[OH:17].[CH:18]([N-:21][CH:22](C)C)(C)[CH3:19].[Li+].CCCCCCC.C1COCC1.O. Product: [CH3:22][N:21]1[CH2:18][CH2:19][C@@H:9]([C:10]2[CH:15]=[C:14]([Cl:16])[CH:13]=[CH:12][C:11]=2[OH:17])[C@@H:8]1[C:3]1[CH:4]=[CH:5][CH:6]=[CH:7][C:2]=1[Br:1]. The catalyst class is: 7. (9) Reactant: [NH2:1][C:2]1[CH:3]=[N:4][CH:5]=[CH:6][C:7]=1[N:8]1[CH2:13][C@H:12]([C:14]([F:17])([F:16])[F:15])[CH2:11][C@H:10]([NH:18][C:19](=[O:25])[O:20][C:21]([CH3:24])([CH3:23])[CH3:22])[CH2:9]1.[C:26]([O:30][C:31]([NH:33][C:34]1[O:42][C:41]2[C:36](=[N:37][CH:38]=[C:39]([C:43]3[CH:44]=[N:45][CH:46]=[N:47][CH:48]=3)[CH:40]=2)[C:35]=1[C:49](O)=[O:50])=[O:32])([CH3:29])([CH3:28])[CH3:27].CCN(C(C)C)C(C)C.CN(C(ON1N=NC2C=CC=NC1=2)=[N+](C)C)C.F[P-](F)(F)(F)(F)F. Product: [C:26]([O:30][C:31]([NH:33][C:34]1[O:42][C:41]2[C:36](=[N:37][CH:38]=[C:39]([C:43]3[CH:48]=[N:47][CH:46]=[N:45][CH:44]=3)[CH:40]=2)[C:35]=1[C:49]([NH:1][C:2]1[CH:3]=[N:4][CH:5]=[CH:6][C:7]=1[N:8]1[CH2:13][C@H:12]([C:14]([F:16])([F:15])[F:17])[CH2:11][C@H:10]([NH:18][C:19](=[O:25])[O:20][C:21]([CH3:22])([CH3:24])[CH3:23])[CH2:9]1)=[O:50])=[O:32])([CH3:29])([CH3:27])[CH3:28]. The catalyst class is: 26. (10) Reactant: [N:1]([CH:4]([C:10]1[N:14]([CH2:15][C:16]2[CH:21]=[CH:20][C:19]([O:22][CH3:23])=[CH:18][CH:17]=2)[N:13]=[CH:12][CH:11]=1)[CH:5]([CH2:8][CH3:9])[CH2:6][CH3:7])=[N+]=[N-]. Product: [CH2:8]([CH:5]([CH2:6][CH3:7])[CH:4]([NH2:1])[C:10]1[N:14]([CH2:15][C:16]2[CH:17]=[CH:18][C:19]([O:22][CH3:23])=[CH:20][CH:21]=2)[N:13]=[CH:12][CH:11]=1)[CH3:9]. The catalyst class is: 19.